This data is from NCI-60 drug combinations with 297,098 pairs across 59 cell lines. The task is: Regression. Given two drug SMILES strings and cell line genomic features, predict the synergy score measuring deviation from expected non-interaction effect. (1) Synergy scores: CSS=1.48, Synergy_ZIP=-0.375, Synergy_Bliss=1.05, Synergy_Loewe=0.619, Synergy_HSA=0.677. Drug 2: CN(CCCl)CCCl.Cl. Drug 1: CC1=CC=C(C=C1)C2=CC(=NN2C3=CC=C(C=C3)S(=O)(=O)N)C(F)(F)F. Cell line: HS 578T. (2) Drug 1: C1=CC(=CC=C1CCCC(=O)O)N(CCCl)CCCl. Drug 2: C1CN1P(=S)(N2CC2)N3CC3. Cell line: SK-MEL-2. Synergy scores: CSS=10.3, Synergy_ZIP=-5.06, Synergy_Bliss=-5.30, Synergy_Loewe=-6.40, Synergy_HSA=-5.28. (3) Drug 1: CN1CCC(CC1)COC2=C(C=C3C(=C2)N=CN=C3NC4=C(C=C(C=C4)Br)F)OC. Drug 2: C1=NC2=C(N1)C(=S)N=C(N2)N. Cell line: A498. Synergy scores: CSS=29.6, Synergy_ZIP=-7.77, Synergy_Bliss=-0.228, Synergy_Loewe=1.31, Synergy_HSA=1.62. (4) Drug 1: CCC1(CC2CC(C3=C(CCN(C2)C1)C4=CC=CC=C4N3)(C5=C(C=C6C(=C5)C78CCN9C7C(C=CC9)(C(C(C8N6C)(C(=O)OC)O)OC(=O)C)CC)OC)C(=O)OC)O.OS(=O)(=O)O. Drug 2: CC1=C(C(=O)C2=C(C1=O)N3CC4C(C3(C2COC(=O)N)OC)N4)N. Cell line: HCC-2998. Synergy scores: CSS=30.2, Synergy_ZIP=-6.26, Synergy_Bliss=-5.59, Synergy_Loewe=-3.02, Synergy_HSA=0.623.